Dataset: Full USPTO retrosynthesis dataset with 1.9M reactions from patents (1976-2016). Task: Predict the reactants needed to synthesize the given product. (1) Given the product [NH2:5][CH2:9][C@@H:10]([NH:22][C:23]([C:25]1[CH:30]=[CH:29][C:28]([C:31]2[N:35]([CH3:36])[N:34]=[CH:33][CH:32]=2)=[CH:27][N:26]=1)=[O:24])[CH2:11][C:12]1[CH:17]=[CH:16][CH:15]=[CH:14][C:13]=1[C:18]([F:21])([F:20])[F:19], predict the reactants needed to synthesize it. The reactants are: CC([N:5]([CH2:9][C@@H:10]([NH:22][C:23]([C:25]1[CH:30]=[CH:29][C:28]([C:31]2[N:35]([CH3:36])[N:34]=[CH:33][CH:32]=2)=[CH:27][N:26]=1)=[O:24])[CH2:11][C:12]1[CH:17]=[CH:16][CH:15]=[CH:14][C:13]=1[C:18]([F:21])([F:20])[F:19])C(=O)[O-])(C)C.C(O)(C(F)(F)F)=O. (2) Given the product [OH:39][CH2:38][CH2:37][CH2:36][NH:35][C:16]([C@@H:9]1[CH2:10][C:11](=[N:13][O:14][CH3:15])[CH2:12][N:8]1[C:6]([C:29]1[CH:28]=[CH:27][C:26]([C:21]2[CH:22]=[CH:23][CH:24]=[CH:25][C:20]=2[CH3:19])=[CH:31][CH:30]=1)=[O:7])=[O:18], predict the reactants needed to synthesize it. The reactants are: C(O[C:6]([N:8]1[CH2:12][C:11](=[N:13][O:14][CH3:15])[CH2:10][C@H:9]1[C:16]([OH:18])=O)=[O:7])(C)(C)C.[CH3:19][C:20]1[CH:25]=[CH:24][CH:23]=[CH:22][C:21]=1[C:26]1[CH:31]=[CH:30][C:29](C(O)=O)=[CH:28][CH:27]=1.[NH2:35][CH2:36][CH2:37][CH2:38][OH:39]. (3) Given the product [Br:38][CH2:39][C:40]([N:23]1[CH2:22][CH2:21][C:20]2[C:25](=[CH:26][CH:27]=[C:18]([C:15]3[N:14]=[C:13]([C:5]4[CH:6]=[CH:7][C:8]([O:9][CH:10]([CH3:12])[CH3:11])=[C:3]([Cl:2])[CH:4]=4)[O:17][N:16]=3)[C:19]=2[CH3:28])[CH2:24]1)=[O:41], predict the reactants needed to synthesize it. The reactants are: Cl.[Cl:2][C:3]1[CH:4]=[C:5]([C:13]2[O:17][N:16]=[C:15]([C:18]3[C:19]([CH3:28])=[C:20]4[C:25](=[CH:26][CH:27]=3)[CH2:24][NH:23][CH2:22][CH2:21]4)[N:14]=2)[CH:6]=[CH:7][C:8]=1[O:9][CH:10]([CH3:12])[CH3:11].CCN(C(C)C)C(C)C.[Br:38][CH2:39][C:40](Br)=[O:41]. (4) The reactants are: [CH2:1]([O:3][C:4]([C:6]1[CH:7]([C:28]2[CH:36]=[CH:35][C:31]([C:32]([OH:34])=[O:33])=[CH:30][CH:29]=2)[C:8]2[C:23](=[O:24])[N:22]3[CH2:25][CH2:26][CH2:27][N:21]3[C:9]=2[NH:10][C:11]=1[CH2:12][CH2:13][C:14]1[CH:19]=[CH:18][C:17]([F:20])=[CH:16][CH:15]=1)=[O:5])[CH3:2].C(Cl)Cl. Given the product [CH2:1]([O:3][C:4]([C:6]1[C:7]([C:28]2[CH:29]=[CH:30][C:31]([C:32]([OH:34])=[O:33])=[CH:35][CH:36]=2)=[C:8]2[C:23](=[O:24])[N:22]3[CH2:25][CH2:26][CH2:27][N:21]3[C:9]2=[N:10][C:11]=1[CH2:12][CH2:13][C:14]1[CH:15]=[CH:16][C:17]([F:20])=[CH:18][CH:19]=1)=[O:5])[CH3:2], predict the reactants needed to synthesize it. (5) Given the product [CH3:23][O:22][C:19]1[CH:20]=[CH:21][C:16]([CH:9]2[C:8]3[C:13](=[CH:14][C:5]([O:4][CH2:3][CH:2]([OH:1])[CH2:24][N:25]4[CH2:30][CH2:29][CH2:28][CH2:27][CH2:26]4)=[CH:6][CH:7]=3)[CH2:12][N:11]([CH3:15])[CH2:10]2)=[CH:17][CH:18]=1, predict the reactants needed to synthesize it. The reactants are: [OH:1][CH:2]([CH2:24][N:25]1[CH2:30][CH2:29][CH2:28][CH2:27][CH2:26]1)[CH2:3][O:4][C:5]1[CH:14]=[C:13]2[C:8]([C:9]([C:16]3[CH:21]=[CH:20][C:19]([O:22][CH3:23])=[CH:18][CH:17]=3)=[CH:10][N+:11]([CH3:15])=[CH:12]2)=[CH:7][CH:6]=1.OCCCOC1C=C2C(C(C3C=CC(OC)=CC=3)=C[N+](C)=C2)=CC=1. (6) Given the product [C:18]1([NH:17][C:4]2[CH:13]=[CH:12][C:11]3[C:6](=[C:7]([C:14]([OH:16])=[O:15])[CH:8]=[CH:9][CH:10]=3)[N:5]=2)[CH:23]=[CH:22][CH:21]=[CH:20][CH:19]=1, predict the reactants needed to synthesize it. The reactants are: [H-].[Na+].Cl[C:4]1[CH:13]=[CH:12][C:11]2[C:6](=[C:7]([C:14]([OH:16])=[O:15])[CH:8]=[CH:9][CH:10]=2)[N:5]=1.[NH2:17][C:18]1[CH:23]=[CH:22][CH:21]=[CH:20][CH:19]=1. (7) Given the product [CH2:1]([C:8]1[C:17]([O:18][CH3:19])=[CH:16][CH:15]=[C:14]2[C:9]=1[C:10](=[O:26])[N:11]([CH2:21][CH2:22][CH2:23][CH2:24][OH:25])[C:12](=[O:20])[N:13]2[CH3:29])[C:2]1[CH:7]=[CH:6][CH:5]=[CH:4][CH:3]=1, predict the reactants needed to synthesize it. The reactants are: [CH2:1]([C:8]1[C:17]([O:18][CH3:19])=[CH:16][CH:15]=[C:14]2[C:9]=1[C:10](=[O:26])[N:11]([CH2:21][CH2:22][CH2:23][CH2:24][OH:25])[C:12](=[O:20])[NH:13]2)[C:2]1[CH:7]=[CH:6][CH:5]=[CH:4][CH:3]=1.CI.[C:29]([O-])([O-])=O.[K+].[K+]. (8) Given the product [CH3:2][O:3][C:4](=[O:10])[C@H:5]([C@@H:7]([CH3:9])[OH:8])[NH:6][C:16](=[O:17])[C:15]1[CH:19]=[CH:20][C:21]([N+:22]([O-:24])=[O:23])=[C:13]([O:12][CH3:11])[CH:14]=1, predict the reactants needed to synthesize it. The reactants are: Cl.[CH3:2][O:3][C:4](=[O:10])[C@H:5]([C@@H:7]([CH3:9])[OH:8])[NH2:6].[CH3:11][O:12][C:13]1[CH:14]=[C:15]([CH:19]=[CH:20][C:21]=1[N+:22]([O-:24])=[O:23])[C:16](O)=[O:17].CCN=C=NCCCN(C)C.Cl.C(N(CC)C(C)C)(C)C. (9) Given the product [NH2:16][C:11]1[C:10]([O:9][CH2:8][C@@H:7]2[CH2:6][CH2:5][N:4]([C:29]3[N:28]=[C:27]([O:32][CH2:33][C@H:34]4[CH2:36][C@H:35]4[C:37]#[N:38])[N:26]=[C:25]([C:23]([NH:22][C:17]45[CH2:21][CH:19]([CH2:18]4)[CH2:20]5)=[O:24])[CH:30]=3)[CH2:3][C@H:2]2[F:1])=[CH:15][N:14]=[CH:13][N:12]=1, predict the reactants needed to synthesize it. The reactants are: [F:1][C@H:2]1[C@H:7]([CH2:8][O:9][C:10]2[C:11]([NH2:16])=[N:12][CH:13]=[N:14][CH:15]=2)[CH2:6][CH2:5][NH:4][CH2:3]1.[C:17]12([NH:22][C:23]([C:25]3[CH:30]=[C:29](Cl)[N:28]=[C:27]([O:32][CH2:33][C@H:34]4[CH2:36][C@H:35]4[C:37]#[N:38])[N:26]=3)=[O:24])[CH2:21][CH:19]([CH2:20]1)[CH2:18]2.C(Cl)Cl.CO.